From a dataset of Full USPTO retrosynthesis dataset with 1.9M reactions from patents (1976-2016). Predict the reactants needed to synthesize the given product. (1) Given the product [C:12]1([C:7]2[C:6]([C:5]3[CH:4]=[CH:3][C:2]([OH:1])=[CH:11][C:10]=3[OH:9])=[N:20][NH:21][CH:8]=2)[CH:17]=[CH:16][CH:15]=[CH:14][CH:13]=1, predict the reactants needed to synthesize it. The reactants are: [OH:1][C:2]1[CH:11]=[C:10]2[C:5]([C:6](=O)[C:7]([C:12]3[CH:17]=[CH:16][CH:15]=[CH:14][CH:13]=3)=[CH:8][O:9]2)=[CH:4][CH:3]=1.O.[NH2:20][NH2:21]. (2) Given the product [OH:28][B:25]1[C:24]2[CH:29]=[CH:30][C:21]([O:20][C:17]3[CH:18]=[CH:19][C:9]([C:7]#[N:8])=[C:10]([O:11][CH2:12][C:13]([N:1]4[CH2:6][CH2:5][O:4][CH2:3][CH2:2]4)=[O:14])[CH:16]=3)=[CH:22][C:23]=2[CH2:27][O:26]1, predict the reactants needed to synthesize it. The reactants are: [NH:1]1[CH2:6][CH2:5][O:4][CH2:3][CH2:2]1.[C:7]([C:9]1[CH:19]=[CH:18][C:17]([O:20][C:21]2[CH:30]=[CH:29][C:24]3[B:25]([OH:28])[O:26][CH2:27][C:23]=3[CH:22]=2)=[CH:16][C:10]=1[O:11][CH2:12][C:13](O)=[O:14])#[N:8]. (3) The reactants are: [NH2:1][C:2]1[N:7]=[CH:6][C:5](Br)=[CH:4][N:3]=1.[F:9][C:10]1[CH:15]=[CH:14][CH:13]=[CH:12][C:11]=1B(O)O.C(=O)([O-])[O-].[Na+].[Na+].OS(O)(=O)=O. Given the product [NH2:1][C:2]1[N:7]=[CH:6][C:5]([C:11]2[CH:12]=[CH:13][CH:14]=[CH:15][C:10]=2[F:9])=[CH:4][N:3]=1, predict the reactants needed to synthesize it.